From a dataset of Forward reaction prediction with 1.9M reactions from USPTO patents (1976-2016). Predict the product of the given reaction. (1) Given the reactants [C:1]([C:7]1[C:11]2[CH:12]=[CH:13][CH:14]=[CH:15][C:10]=2[O:9][C:8]=1[C:16]1[CH:17]=[C:18]2[C:23](=[CH:24][CH:25]=1)[CH:22]=[C:21]([O:26][CH:27]([CH2:33][C:34]1[CH:39]=[CH:38][CH:37]=[CH:36][CH:35]=1)[C:28]([O:30]CC)=[O:29])[CH:20]=[CH:19]2)(=[O:6])[CH2:2][CH2:3][CH2:4][CH3:5].[OH-].[K+], predict the reaction product. The product is: [C:1]([C:7]1[C:11]2[CH:12]=[CH:13][CH:14]=[CH:15][C:10]=2[O:9][C:8]=1[C:16]1[CH:17]=[C:18]2[C:23](=[CH:24][CH:25]=1)[CH:22]=[C:21]([O:26][CH:27]([CH2:33][C:34]1[CH:35]=[CH:36][CH:37]=[CH:38][CH:39]=1)[C:28]([OH:30])=[O:29])[CH:20]=[CH:19]2)(=[O:6])[CH2:2][CH2:3][CH2:4][CH3:5]. (2) Given the reactants [NH2:1][C:2]1[CH:7]=[CH:6][C:5]([N:8]2[C:16](=[O:17])[CH:11]3[CH2:12][CH2:13][CH2:14][CH2:15][N:10]3[C:9]2=[O:18])=[C:4]([Cl:19])[CH:3]=1.CN(C(ON1N=NC2C=CC=NC1=2)=[N+](C)C)C.F[P-](F)(F)(F)(F)F.CCN(C(C)C)C(C)C.[F:53][C:54]1[CH:59]=[CH:58][CH:57]=[C:56]([C:60](O)=[O:61])[N:55]=1, predict the reaction product. The product is: [Cl:19][C:4]1[CH:3]=[C:2]([NH:1][C:60](=[O:61])[C:56]2[CH:57]=[CH:58][CH:59]=[C:54]([F:53])[N:55]=2)[CH:7]=[CH:6][C:5]=1[N:8]1[C:16](=[O:17])[CH:11]2[CH2:12][CH2:13][CH2:14][CH2:15][N:10]2[C:9]1=[O:18].